Dataset: Full USPTO retrosynthesis dataset with 1.9M reactions from patents (1976-2016). Task: Predict the reactants needed to synthesize the given product. (1) Given the product [C:1]([O:5][C:6]([C:7]1[C:8]([NH2:35])=[CH:9][C:10]2[C:15](=[CH:14][C:13]([O:17][CH3:18])=[C:12]([O:19][CH2:20][C:21]3[CH:26]=[CH:25][CH:24]=[CH:23][CH:22]=3)[CH:11]=2)[CH:16]=1)=[O:36])([CH3:3])([CH3:4])[CH3:2], predict the reactants needed to synthesize it. The reactants are: [C:1]([O:5][C:6](=[O:36])[CH:7]=[C:8]([NH2:35])[C:9]1(SC2C=CC(Cl)=CC=2)[CH2:16][C:15]2[C:10]1=[CH:11][C:12]([O:19][CH2:20][C:21]1[CH:26]=[CH:25][CH:24]=[CH:23][CH:22]=1)=[C:13]([O:17][CH3:18])[CH:14]=2)([CH3:4])([CH3:3])[CH3:2]. (2) Given the product [F:11][C:9]1[CH:10]=[C:2]([C:21]2[CH:26]=[CH:25][CH:24]=[CH:23][CH:22]=2)[C:3]([O:19][CH3:20])=[C:4]2[C:8]=1[N:7]([CH3:12])[CH:6]=[C:5]2[CH2:13][C:14]([N:16]([CH3:18])[CH3:17])=[O:15], predict the reactants needed to synthesize it. The reactants are: Br[C:2]1[C:3]([O:19][CH3:20])=[C:4]2[C:8](=[C:9]([F:11])[CH:10]=1)[N:7]([CH3:12])[CH:6]=[C:5]2[CH2:13][C:14]([N:16]([CH3:18])[CH3:17])=[O:15].[C:21]1(B(O)O)[CH:26]=[CH:25][CH:24]=[CH:23][CH:22]=1.C([O-])([O-])=O.[Cs+].[Cs+].O. (3) Given the product [Cl:1][C:7]1[CH:6]=[CH:5][C:4]([CH2:3][NH:2][C:29]([C:31]([CH3:34])([CH3:33])[CH3:32])=[O:30])=[CH:12][C:8]=1[C:9]([OH:11])=[O:10], predict the reactants needed to synthesize it. The reactants are: [ClH:1].[NH2:2][CH2:3][C:4]1[CH:5]=[CH:6][C:7](C)=[C:8]([CH:12]=1)[C:9]([OH:11])=[O:10].FC(F)(F)C(=N[Si](C)(C)C)O[Si](C)(C)C.[C:29](Cl)([C:31]([CH3:34])([CH3:33])[CH3:32])=[O:30]. (4) Given the product [N+:29]([O-:32])([O-:31])=[O:30].[N+:29]([O-:32])([O-:31])=[O:30].[C:2]([C:5]1[CH:10]=[CH:9][C:8]([CH2:11][N+:12]2[C:13]3[C:18](=[CH:17][CH:16]=[CH:15][CH:14]=3)[C:19]([C:19]3[C:18]4[C:13]([N+:12]([CH2:11][C:8]5[CH:9]=[CH:10][C:5]([C:2]([OH:4])=[O:3])=[CH:6][C:7]=5[F:27])=[C:25]5[C:20]=3[CH:21]=[CH:22][CH:23]=[CH:24]5)=[CH:14][CH:15]=[CH:16][CH:17]=4)=[C:20]3[C:25]=2[CH:24]=[CH:23][CH:22]=[CH:21]3)=[C:7]([F:27])[CH:6]=1)([OH:4])=[O:3], predict the reactants needed to synthesize it. The reactants are: [Na].[C:2]([C:5]1[CH:10]=[CH:9][C:8]([CH2:11][N:12]2[C:25]3[C:20](=[CH:21][CH:22]=[CH:23][CH:24]=3)[C:19](=O)[C:18]3[CH:17]=[CH:16][CH:15]=[CH:14][C:13]2=3)=[C:7]([F:27])[CH:6]=1)([OH:4])=[O:3].Cl.[N+:29]([O-:32])([OH:31])=[O:30]. (5) Given the product [CH3:8][O:7][C:5](=[O:6])/[CH:4]=[CH:3]/[CH2:2][N:12]([C:18]([O:17][C:14]([CH3:16])([CH3:15])[CH3:13])=[O:19])[CH2:9][C:10]#[CH:11], predict the reactants needed to synthesize it. The reactants are: Br[CH2:2]/[CH:3]=[CH:4]/[C:5]([O:7][CH3:8])=[O:6].[CH2:9]([NH2:12])[C:10]#[CH:11].[CH3:13][C:14]([O:17][C:18](O[C:18]([O:17][C:14]([CH3:16])([CH3:15])[CH3:13])=[O:19])=[O:19])([CH3:16])[CH3:15].CCN(CC)CC. (6) The reactants are: [F:1][C:2]([F:16])([C:8]1(O)[CH2:13][CH2:12][CH:11]([CH3:14])[CH2:10][CH2:9]1)[C:3]([O:5][CH2:6][CH3:7])=[O:4].S(Cl)(Cl)=O.C(=O)(O)[O-].[Na+]. Given the product [F:1][C:2]([F:16])([C:8]1[CH2:13][CH2:12][CH:11]([CH3:14])[CH2:10][CH:9]=1)[C:3]([O:5][CH2:6][CH3:7])=[O:4], predict the reactants needed to synthesize it.